From a dataset of Full USPTO retrosynthesis dataset with 1.9M reactions from patents (1976-2016). Predict the reactants needed to synthesize the given product. (1) The reactants are: [CH3:1][NH:2][CH3:3].Br[CH2:5][CH2:6][CH2:7][CH2:8][C:9]#[N:10]. Given the product [CH3:1][N:2]([CH3:3])[CH2:5][CH2:6][CH2:7][CH2:8][C:9]#[N:10], predict the reactants needed to synthesize it. (2) Given the product [C:1]([C:3]1[CH:4]=[C:5]([C:6](=[S:38])[NH:8][CH2:9][Si:10]([CH3:13])([CH3:12])[CH3:11])[CH:14]=[CH:15][C:16]=1[N:17]1[CH:21]=[N:20][CH:19]=[N:18]1)#[N:2], predict the reactants needed to synthesize it. The reactants are: [C:1]([C:3]1[CH:4]=[C:5]([CH:14]=[CH:15][C:16]=1[N:17]1[CH:21]=[N:20][CH:19]=[N:18]1)[C:6]([NH:8][CH2:9][Si:10]([CH3:13])([CH3:12])[CH3:11])=O)#[N:2].C1(C)C=CC=CC=1.COC1C=CC(P2(SP(C3C=CC(OC)=CC=3)(=S)S2)=[S:38])=CC=1. (3) Given the product [Cl:1][C:2]1[CH:3]=[C:4]([CH:9]=[CH:10][C:11]=1[CH:12]1[S:18][CH2:17][CH2:16][NH:15][C:14]2[N:19]([CH3:28])[N:20]=[C:21]([C:22]3[CH:27]=[CH:26][CH:25]=[CH:24][N:23]=3)[C:13]1=2)[C:5]([OH:7])=[O:6], predict the reactants needed to synthesize it. The reactants are: [Cl:1][C:2]1[CH:3]=[C:4]([CH:9]=[CH:10][C:11]=1[CH:12]1[S:18][CH2:17][CH2:16][NH:15][C:14]2[N:19]([CH3:28])[N:20]=[C:21]([C:22]3[CH:27]=[CH:26][CH:25]=[CH:24][N:23]=3)[C:13]1=2)[C:5]([O:7]C)=[O:6].CO.[OH-].[Na+].Cl. (4) Given the product [ClH:46].[NH2:38][C@H:16]([C@@H:2]([OH:1])[CH2:3][NH:4][C:5](=[O:15])[C:6]([CH3:14])([CH:8]1[CH2:9][CH2:10][O:11][CH2:12][CH2:13]1)[CH3:7])[CH2:17][C@@H:18]([CH:19]([CH3:21])[CH3:20])[CH2:22][NH:23][C:24](=[O:37])[C:25]1[CH:30]=[CH:29][CH:28]=[CH:27][C:26]=1[O:31][CH2:32][CH2:33][CH2:34][O:35][CH3:36], predict the reactants needed to synthesize it. The reactants are: [OH:1][C@H:2]([C@@H:16]([NH:38]C(=O)OC(C)(C)C)[CH2:17][C@H:18]([CH2:22][NH:23][C:24](=[O:37])[C:25]1[CH:30]=[CH:29][CH:28]=[CH:27][C:26]=1[O:31][CH2:32][CH2:33][CH2:34][O:35][CH3:36])[CH:19]([CH3:21])[CH3:20])[CH2:3][NH:4][C:5](=[O:15])[C:6]([CH3:14])([CH:8]1[CH2:13][CH2:12][O:11][CH2:10][CH2:9]1)[CH3:7].[ClH:46]. (5) The reactants are: [CH3:1][S:2]([N:5]([CH2:12][C@@H:13]1[N:18]([C:19]2[N:24]=[CH:23][C:22]([C:25]([OH:34])([C:30]([F:33])([F:32])[F:31])[C:26]([F:29])([F:28])[F:27])=[CH:21][N:20]=2)[CH2:17][CH2:16][N:15](C(OC(C)(C)C)=O)[CH2:14]1)[C:6]1[CH:11]=[CH:10][CH:9]=[CH:8][CH:7]=1)(=[O:4])=[O:3].C(O)(C(F)(F)F)=O.C(N(CC)CC)C.[N+:56]([C:59]1[S:63][C:62]([S:64](Cl)(=[O:66])=[O:65])=[CH:61][CH:60]=1)([O-:58])=[O:57]. Given the product [N+:56]([C:59]1[S:63][C:62]([S:64]([N:15]2[CH2:16][CH2:17][N:18]([C:19]3[N:24]=[CH:23][C:22]([C:25]([OH:34])([C:30]([F:33])([F:32])[F:31])[C:26]([F:28])([F:29])[F:27])=[CH:21][N:20]=3)[C@@H:13]([CH2:12][N:5]([C:6]3[CH:7]=[CH:8][CH:9]=[CH:10][CH:11]=3)[S:2]([CH3:1])(=[O:3])=[O:4])[CH2:14]2)(=[O:66])=[O:65])=[CH:61][CH:60]=1)([O-:58])=[O:57], predict the reactants needed to synthesize it. (6) Given the product [Br:1][C:2]1[CH:3]=[C:4]([CH:25]2[CH2:24][O:29][CH2:26]2)[CH:5]=[CH:6][CH:7]=1, predict the reactants needed to synthesize it. The reactants are: [Br:1][C:2]1[CH:3]=[C:4](B(O)O)[CH:5]=[CH:6][CH:7]=1.C[Si]([N-][Si](C)(C)C)(C)C.[Na+].Cl.N[C@@H]1CC[CH2:26][CH2:25][C@H:24]1[OH:29].O=O. (7) Given the product [Cl:1][C:2]1[CH:3]=[C:4]([C:9]2([C:14]([F:15])([F:17])[F:16])[CH:13]=[N:12][N:11]([C:19]3[CH:32]=[CH:31][C:22]([C:23]([NH:25][CH2:26][C:27]([F:30])([F:29])[F:28])=[O:24])=[C:21]([CH3:33])[CH:20]=3)[CH2:10]2)[CH:5]=[C:6]([Cl:8])[CH:7]=1, predict the reactants needed to synthesize it. The reactants are: [Cl:1][C:2]1[CH:3]=[C:4]([C:9]2([C:14]([F:17])([F:16])[F:15])[CH2:13][NH:12][N:11]=[CH:10]2)[CH:5]=[C:6]([Cl:8])[CH:7]=1.Br[C:19]1[CH:32]=[CH:31][C:22]([C:23]([NH:25][CH2:26][C:27]([F:30])([F:29])[F:28])=[O:24])=[C:21]([CH3:33])[CH:20]=1.C(=O)([O-])[O-].[Cs+].[Cs+].C1(P(C2CCCCC2)C2C=CC=CC=2C2C(C(C)C)=CC(C(C)C)=CC=2C(C)C)CCCCC1.